From a dataset of Forward reaction prediction with 1.9M reactions from USPTO patents (1976-2016). Predict the product of the given reaction. (1) Given the reactants [CH3:1][C:2]1[N:7]=[C:6]([C:8](=[O:10])[CH3:9])[CH:5]=[CH:4][CH:3]=1.[BrH:11].BrBr, predict the reaction product. The product is: [BrH:11].[Br:11][CH2:9][C:8]([C:6]1[CH:5]=[CH:4][CH:3]=[C:2]([CH3:1])[N:7]=1)=[O:10]. (2) Given the reactants Br[C:2]1[CH:3]=[C:4]([C:8]2[N:17]=[C:16]([C:18]([O:20][CH2:21][CH3:22])=[O:19])[C:15]3[C:10](=[CH:11][C:12]([F:23])=[CH:13][CH:14]=3)[N:9]=2)[CH:5]=[CH:6][CH:7]=1.[C:24]([C@:26]1([OH:33])[CH2:30][CH2:29][N:28]([CH3:31])[C:27]1=[O:32])#[CH:25], predict the reaction product. The product is: [F:23][C:12]1[CH:11]=[C:10]2[C:15]([C:16]([C:18]([O:20][CH2:21][CH3:22])=[O:19])=[N:17][C:8]([C:4]3[CH:5]=[CH:6][CH:7]=[C:2]([C:25]#[C:24][C@:26]4([OH:33])[CH2:30][CH2:29][N:28]([CH3:31])[C:27]4=[O:32])[CH:3]=3)=[N:9]2)=[CH:14][CH:13]=1.